Dataset: Full USPTO retrosynthesis dataset with 1.9M reactions from patents (1976-2016). Task: Predict the reactants needed to synthesize the given product. (1) Given the product [CH3:3][O:4][C:5]1[CH:6]=[C:7]([CH2:13][CH2:14][N:15]2[CH2:16][CH2:17][N:18]([CH2:21][CH2:22][CH2:23][C:24]3[CH:25]=[CH:26][CH:27]=[CH:28][CH:29]=3)[CH2:19][CH2:20]2)[CH:8]=[CH:9][C:10]=1[O:11][CH3:12], predict the reactants needed to synthesize it. The reactants are: Cl.Cl.[CH3:3][O:4][C:5]1[CH:6]=[C:7]([CH2:13][CH2:14][N:15]2[CH2:20][CH2:19][N:18]([CH2:21][CH2:22][CH2:23][C:24]3[CH:29]=[CH:28][CH:27]=[CH:26][CH:25]=3)[CH2:17][CH2:16]2)[CH:8]=[CH:9][C:10]=1[O:11][CH3:12].[OH-].[Na+].C(OCC)(=O)C. (2) Given the product [Si:21]([O:12][C@H:9]1[CH2:10][CH2:11][C@H:6]([OH:13])[CH2:7][CH2:8]1)([C:24]([CH3:27])([CH3:26])[CH3:25])([CH3:23])[CH3:22], predict the reactants needed to synthesize it. The reactants are: CN(C=O)C.[C@H:6]1([OH:13])[CH2:11][CH2:10][C@H:9]([OH:12])[CH2:8][CH2:7]1.C(N(CC)CC)C.[Si:21](Cl)([C:24]([CH3:27])([CH3:26])[CH3:25])([CH3:23])[CH3:22]. (3) Given the product [Cl:20][C:21]1[CH:22]=[C:23]([NH:24][C:2]2[N:6]([CH2:7][C:8]3[CH:13]=[CH:12][C:11]([O:14][CH3:15])=[CH:10][CH:9]=3)[N:5]=[C:4]([S:16]([CH3:19])(=[O:18])=[O:17])[N:3]=2)[CH:25]=[C:26]([Cl:28])[CH:27]=1, predict the reactants needed to synthesize it. The reactants are: Cl[C:2]1[N:6]([CH2:7][C:8]2[CH:13]=[CH:12][C:11]([O:14][CH3:15])=[CH:10][CH:9]=2)[N:5]=[C:4]([S:16]([CH3:19])(=[O:18])=[O:17])[N:3]=1.[Cl:20][C:21]1[CH:22]=[C:23]([CH:25]=[C:26]([Cl:28])[CH:27]=1)[NH2:24].CC([O-])(C)C.[Na+]. (4) Given the product [CH3:29][Si:30]([CH3:48])([CH3:47])[CH2:31][CH2:32][O:33][C:34](=[O:46])[NH:35][C:36]1[CH:41]=[CH:40][CH:39]=[CH:38][C:37]=1[S:42](=[O:45])(=[O:44])[NH:43][C:14]([C@@:9]1([NH:8][C:6]([O:5][C:1]([CH3:2])([CH3:3])[CH3:4])=[O:7])[CH2:11][C@H:10]1[CH:12]=[CH2:13])=[O:16], predict the reactants needed to synthesize it. The reactants are: [C:1]([O:5][C:6]([NH:8][C@:9]1([C:14]([OH:16])=O)[CH2:11][C@H:10]1[CH:12]=[CH2:13])=[O:7])([CH3:4])([CH3:3])[CH3:2].C1N=CN(C(N2C=NC=C2)=O)C=1.[CH3:29][Si:30]([CH3:48])([CH3:47])[CH2:31][CH2:32][O:33][C:34](=[O:46])[NH:35][C:36]1[CH:41]=[CH:40][CH:39]=[CH:38][C:37]=1[S:42](=[O:45])(=[O:44])[NH2:43].C1CCN2C(=NCCC2)CC1. (5) Given the product [F:34][C:33]([F:36])([F:35])[C:31]([OH:37])=[O:32].[NH2:22][CH:19]1[CH2:20][CH2:21][N:16]([CH2:15][CH:12]2[CH2:11][CH2:10][N:9]3[C:14]4[N:13]2[C:2](=[O:1])[CH:3]=[N:4][C:5]=4[CH:6]=[CH:7][C:8]3=[O:30])[CH2:17][CH2:18]1, predict the reactants needed to synthesize it. The reactants are: [O:1]=[C:2]1[N:13]2[C:14]3[N:9]([CH2:10][CH2:11][CH:12]2[CH2:15][N:16]2[CH2:21][CH2:20][CH:19]([NH:22]C(=O)OC(C)(C)C)[CH2:18][CH2:17]2)[C:8](=[O:30])[CH:7]=[CH:6][C:5]=3[N:4]=[CH:3]1.[C:31]([OH:37])([C:33]([F:36])([F:35])[F:34])=[O:32]. (6) The reactants are: Br[CH2:2][C:3]1[CH:4]=[C:5]([C:11]2[S:12][CH:13]=[CH:14][CH:15]=2)[CH:6]=[CH:7][C:8]=1[O:9][CH3:10].[C:16]([O-])([O-])=[O:17].[K+].[K+].[CH2:22]([O:24][C:25]([C:27]1[CH:28]=[C:29](B(O)O)[CH:30]=[CH:31][CH:32]=1)=[O:26])[CH3:23]. Given the product [CH2:22]([O:24][C:25](=[O:26])[C:27]1[CH:32]=[CH:31][CH:30]=[C:29]([C:16](=[O:17])[CH2:2][C:3]2[CH:4]=[C:5]([C:11]3[S:12][CH:13]=[CH:14][CH:15]=3)[CH:6]=[CH:7][C:8]=2[O:9][CH3:10])[CH:28]=1)[CH3:23], predict the reactants needed to synthesize it. (7) Given the product [CH2:13]([O:1][C:2]1[CH:3]=[C:4]2[C:9](=[CH:10][CH:11]=1)[C:8](=[O:12])[CH2:7][CH2:6][CH2:5]2)[C:14]1[CH:19]=[CH:18][CH:17]=[CH:16][CH:15]=1, predict the reactants needed to synthesize it. The reactants are: [OH:1][C:2]1[CH:3]=[C:4]2[C:9](=[CH:10][CH:11]=1)[C:8](=[O:12])[CH2:7][CH2:6][CH2:5]2.[CH2:13](Br)[C:14]1[CH:19]=[CH:18][CH:17]=[CH:16][CH:15]=1.